From a dataset of Peptide-MHC class I binding affinity with 185,985 pairs from IEDB/IMGT. Regression. Given a peptide amino acid sequence and an MHC pseudo amino acid sequence, predict their binding affinity value. This is MHC class I binding data. The peptide sequence is TPQDLNTML. The MHC is HLA-A01:01 with pseudo-sequence HLA-A01:01. The binding affinity (normalized) is 0.